Dataset: Reaction yield outcomes from USPTO patents with 853,638 reactions. Task: Predict the reaction yield, written as a fraction of the theoretical maximum amount of product (1.0 means a 100% yield; for example, 0.34 means a 34% yield). (1) The reactants are Br[CH2:2][CH2:3][CH2:4][N:5]1[C:9]2[CH:10]=[CH:11][C:12]([CH:14]=[O:15])=[CH:13][C:8]=2[NH:7][C:6]1=[O:16].[OH:17][C:18]([C:35]1[S:36][CH:37]=[CH:38][CH:39]=1)([C:30]1[S:31][CH:32]=[CH:33][CH:34]=1)[C:19]([O:21][C@H:22]1[CH2:27][CH2:26][C@H:25]([NH:28][CH3:29])[CH2:24][CH2:23]1)=[O:20].C(N(CC)CC)C. The catalyst is C(#N)C.C1COCC1. The product is [OH:17][C:18]([C:30]1[S:31][CH:32]=[CH:33][CH:34]=1)([C:35]1[S:36][CH:37]=[CH:38][CH:39]=1)[C:19]([O:21][C@H:22]1[CH2:23][CH2:24][C@H:25]([N:28]([CH2:2][CH2:3][CH2:4][N:5]2[C:9]3[CH:10]=[CH:11][C:12]([CH:14]=[O:15])=[CH:13][C:8]=3[NH:7][C:6]2=[O:16])[CH3:29])[CH2:26][CH2:27]1)=[O:20]. The yield is 0.360. (2) The reactants are C(O)(=O)C.[BrH:5].[Cl:6][C:7]1[C:8]([C:13]2[CH:14]=[C:15]3[C:19](=[C:20]([O:22][CH2:23][CH2:24][C:25]4[CH:30]=[CH:29][CH:28]=[CH:27][N:26]=4)[CH:21]=2)[NH:18][N:17]=[C:16]3N)=[N:9][CH:10]=[CH:11][CH:12]=1.N([O-])=O.[Na+].C(=O)([O-])O.[Na+]. The catalyst is [Cu]Br.O1CCCC1. The product is [Br:5][C:16]1[C:15]2[C:19](=[C:20]([O:22][CH2:23][CH2:24][C:25]3[CH:30]=[CH:29][CH:28]=[CH:27][N:26]=3)[CH:21]=[C:13]([C:8]3[C:7]([Cl:6])=[CH:12][CH:11]=[CH:10][N:9]=3)[CH:14]=2)[NH:18][N:17]=1. The yield is 0.460. (3) The reactants are [Br:1][C:2]1[CH:3]=[C:4]2[NH:10][C:9]([C:11]3[CH:16]=[CH:15][N:14]=[C:13]([NH:17][C:18](=[O:20])[CH3:19])[CH:12]=3)=[C:8]([C:21]3[CH:26]=[CH:25][C:24]([O:27][CH3:28])=[CH:23][N:22]=3)[C:5]2=[N:6][CH:7]=1.C(=O)([O-])[O-].[Cs+].[Cs+].Cl[CH2:36][O:37][CH2:38][CH2:39][Si:40]([CH3:43])([CH3:42])[CH3:41]. The catalyst is CN(C=O)C.C1COCC1. The product is [Br:1][C:2]1[CH:3]=[C:4]2[N:10]([CH2:36][O:37][CH2:38][CH2:39][Si:40]([CH3:43])([CH3:42])[CH3:41])[C:9]([C:11]3[CH:16]=[CH:15][N:14]=[C:13]([NH:17][C:18](=[O:20])[CH3:19])[CH:12]=3)=[C:8]([C:21]3[CH:26]=[CH:25][C:24]([O:27][CH3:28])=[CH:23][N:22]=3)[C:5]2=[N:6][CH:7]=1. The yield is 0.880. (4) The reactants are [N:1]12[CH2:8][CH2:7][CH:4]([CH2:5][CH2:6]1)[C@@H:3]([O:9][C:10](=[O:19])[CH:11]([NH2:18])[C:12]1[CH:17]=[CH:16][CH:15]=[CH:14][CH:13]=1)[CH2:2]2.[CH3:20][C:21]1[CH:28]=[CH:27][C:24]([CH:25]=O)=[CH:23][CH:22]=1.CC(O)=O.C(O[BH-](OC(=O)C)OC(=O)C)(=O)C.[Na+]. The catalyst is C1COCC1.C1CCCCC1. The product is [N:1]12[CH2:6][CH2:5][CH:4]([CH2:7][CH2:8]1)[C@@H:3]([O:9][C:10](=[O:19])[CH:11]([NH:18][CH2:20][C:21]1[CH:28]=[CH:27][C:24]([CH3:25])=[CH:23][CH:22]=1)[C:12]1[CH:17]=[CH:16][CH:15]=[CH:14][CH:13]=1)[CH2:2]2. The yield is 0.540.